The task is: Regression/Classification. Given a drug SMILES string, predict its absorption, distribution, metabolism, or excretion properties. Task type varies by dataset: regression for continuous measurements (e.g., permeability, clearance, half-life) or binary classification for categorical outcomes (e.g., BBB penetration, CYP inhibition). Dataset: rlm.. This data is from Rat liver microsome stability data. (1) The compound is Cc1cccc(-n2cnc3cc(C(=O)N4CCC(Br)CC4)ccc32)c1. The result is 1 (stable in rat liver microsomes). (2) The molecule is N#Cc1ccc(F)cc1Cn1c(N2CCC[C@@H](N)C2)ncc(Cl)c1=O. The result is 0 (unstable in rat liver microsomes). (3) The molecule is Cc1cccc(N2CCN(C(=O)Cn3ncc4c3-c3ccccc3OC4)CC2)c1C. The result is 1 (stable in rat liver microsomes). (4) The molecule is O=S(=O)(Nc1ccc2ccccc2c1)c1ccc(NCc2cccc(Cl)c2O)cc1. The result is 1 (stable in rat liver microsomes). (5) The compound is CN(Cc1cccs1)c1ncnc2ccc(-c3ccc4c(c3)OCO4)cc12. The result is 1 (stable in rat liver microsomes). (6) The result is 1 (stable in rat liver microsomes). The drug is CNc1nc(NCc2ccc(NC(=O)c3ccc(Cl)nc3)cc2)c2ccccc2n1. (7) The molecule is CCN1CCc2c(sc(NC(=O)Nc3ccc(Cl)c(Cl)c3)c2C(N)=O)C1. The result is 0 (unstable in rat liver microsomes).